From a dataset of Catalyst prediction with 721,799 reactions and 888 catalyst types from USPTO. Predict which catalyst facilitates the given reaction. (1) Reactant: [CH2:1]1[C:6]2[S:7][C:8]3[CH:13]=[CH:12][CH:11]=[CH:10][C:9]=3[C:5]=2[CH2:4][CH2:3][NH:2]1.Cl[CH2:15][C:16]([N:18]1[CH2:23][CH2:22][N:21]([CH:24]2[CH2:27][CH2:26][CH2:25]2)[CH2:20][CH2:19]1)=[O:17].C([O-])([O-])=O.[K+].[K+].[Na+].[I-]. Product: [CH:24]1([N:21]2[CH2:22][CH2:23][N:18]([C:16](=[O:17])[CH2:15][N:2]3[CH2:3][CH2:4][C:5]4[C:9]5[CH:10]=[CH:11][CH:12]=[CH:13][C:8]=5[S:7][C:6]=4[CH2:1]3)[CH2:19][CH2:20]2)[CH2:27][CH2:26][CH2:25]1. The catalyst class is: 47. (2) Reactant: [C:1]([O:5][C:6]([NH:8][CH2:9][C:10]1[C:11]([C:25]2[CH:30]=[CH:29][C:28]([CH3:31])=[CH:27][CH:26]=2)=[C:12]([CH2:21][C:22](O)=[O:23])[C:13]([CH3:20])=[N:14][C:15]=1[CH2:16][CH:17]([CH3:19])[CH3:18])=[O:7])([CH3:4])([CH3:3])[CH3:2].[NH:32]1[CH2:39][CH2:38][CH2:37][C@H:33]1[C:34]([NH2:36])=[O:35].F[P-](F)(F)(F)(F)F.N1(OC(N(C)C)=[N+](C)C)C2N=CC=CC=2N=N1. Product: [NH2:36][C:34]([C@@H:33]1[CH2:37][CH2:38][CH2:39][N:32]1[C:22](=[O:23])[CH2:21][C:12]1[C:11]([C:25]2[CH:30]=[CH:29][C:28]([CH3:31])=[CH:27][CH:26]=2)=[C:10]([CH2:9][NH:8][C:6](=[O:7])[O:5][C:1]([CH3:2])([CH3:4])[CH3:3])[C:15]([CH2:16][CH:17]([CH3:19])[CH3:18])=[N:14][C:13]=1[CH3:20])=[O:35]. The catalyst class is: 9. (3) Reactant: [CH:1]([C:3]1[CH:10]=[CH:9][C:6]([C:7]#[N:8])=[CH:5][CH:4]=1)=O.[NH:11]1[CH2:14][CH:13]([C:15]([O:17][CH3:18])=[O:16])[CH2:12]1.C(O)(=O)C.C(O[BH-](OC(=O)C)OC(=O)C)(=O)C.[Na+]. Product: [C:7]([C:6]1[CH:9]=[CH:10][C:3]([CH2:1][N:11]2[CH2:14][CH:13]([C:15]([O:17][CH3:18])=[O:16])[CH2:12]2)=[CH:4][CH:5]=1)#[N:8]. The catalyst class is: 26. (4) Reactant: [F:1][C:2]([F:41])([F:40])[C:3]1[CH:4]=[C:5]([CH:33]=[C:34]([C:36]([F:39])([F:38])[F:37])[CH:35]=1)[CH2:6][N:7]([CH2:14][C:15]1[CH:20]=[C:19]([C:21]([F:24])([F:23])[F:22])[CH:18]=[CH:17][C:16]=1[CH:25]([CH:27]1[CH2:32][CH2:31][CH2:30][CH2:29][CH2:28]1)O)[C:8]1[N:9]=[N:10][N:11]([CH3:13])[N:12]=1.[Br:42]N1C(=O)CCC1=O.C1(P(C2C=CC=CC=2)C2C=CC=CC=2)C=CC=CC=1. Product: [F:1][C:2]([F:41])([F:40])[C:3]1[CH:4]=[C:5]([CH:33]=[C:34]([C:36]([F:39])([F:38])[F:37])[CH:35]=1)[CH2:6][N:7]([CH2:14][C:15]1[CH:20]=[C:19]([C:21]([F:24])([F:23])[F:22])[CH:18]=[CH:17][C:16]=1[CH:25]([Br:42])[CH:27]1[CH2:32][CH2:31][CH2:30][CH2:29][CH2:28]1)[C:8]1[N:9]=[N:10][N:11]([CH3:13])[N:12]=1. The catalyst class is: 2. (5) Reactant: [N+:1]([C:4]1([CH2:14][CH2:15][C:16](=O)[CH3:17])[CH:11]2[CH2:12][CH:7]3[CH2:8][CH:9]([CH2:13][CH:5]1[CH2:6]3)[CH2:10]2)([O-])=O. Product: [CH3:17][CH:16]1[NH:1][C:4]2([CH:11]3[CH2:12][CH:7]4[CH2:8][CH:9]([CH2:13][CH:5]2[CH2:6]4)[CH2:10]3)[CH2:14][CH2:15]1. The catalyst class is: 171. (6) Reactant: [N:1]([CH2:4][C:5]([OH:7])=O)=[N+:2]=[N-:3].Cl.[CH3:9][O:10][C:11](=[O:20])[C@@H:12]([CH3:19])[NH:13][C:14](=[O:18])[C@@H:15]([CH3:17])[NH2:16].CN(C(ON1N=NC2C=CC=NC1=2)=[N+](C)C)C.F[P-](F)(F)(F)(F)F.CN1CCOCC1. Product: [N:1]([CH2:4][C:5]([NH:16][C@@H:15]([C:14]([NH:13][C@@H:12]([C:11]([O:10][CH3:9])=[O:20])[CH3:19])=[O:18])[CH3:17])=[O:7])=[N+:2]=[N-:3]. The catalyst class is: 18. (7) Reactant: [N:1]1([C:14]([O:16][C:17]([CH3:20])([CH3:19])[CH3:18])=[O:15])[CH2:5][CH2:4][C:3]2([C:13]3[C:8](=[CH:9][CH:10]=[CH:11][CH:12]=3)[NH:7][CH2:6]2)[CH2:2]1.C(N(CC)CC)C.[CH3:28][Si:29]([CH3:44])([CH3:43])[CH2:30][CH2:31][O:32][C:33](ON1C(=O)CCC1=O)=[O:34]. Product: [N:1]1([C:14]([O:16][C:17]([CH3:20])([CH3:19])[CH3:18])=[O:15])[CH2:5][CH2:4][C:3]2([C:13]3[C:8](=[CH:9][CH:10]=[CH:11][CH:12]=3)[N:7]([C:33]([O:32][CH2:31][CH2:30][Si:29]([CH3:44])([CH3:43])[CH3:28])=[O:34])[CH2:6]2)[CH2:2]1. The catalyst class is: 34. (8) Reactant: Br[C:2]1[CH:11]=[C:10]([C:12]2[CH:17]=[CH:16][N:15]=[CH:14][CH:13]=2)[CH:9]=[C:8]2[C:3]=1[CH:4]=[CH:5][N:6]=[CH:7]2.[NH2:18][CH2:19][C:20]([NH2:23])([CH3:22])[CH3:21].C1C=CC(P(C2C(C3C(P(C4C=CC=CC=4)C4C=CC=CC=4)=CC=C4C=3C=CC=C4)=C3C(C=CC=C3)=CC=2)C2C=CC=CC=2)=CC=1.CC([O-])(C)C.[Na+]. Product: [CH3:21][C:20]([NH2:23])([CH3:22])[CH2:19][NH:18][C:2]1[CH:11]=[C:10]([C:12]2[CH:17]=[CH:16][N:15]=[CH:14][CH:13]=2)[CH:9]=[C:8]2[C:3]=1[CH:4]=[CH:5][N:6]=[CH:7]2. The catalyst class is: 101. (9) Reactant: [N:1]1[CH:6]=[CH:5][N:4]=[CH:3][C:2]=1[C:7]([OH:9])=O.CCN(C(C)C)C(C)C.CN(C(ON1N=NC2C=CC=NC1=2)=[N+](C)C)C.F[P-](F)(F)(F)(F)F.[F:43][C:44]1[CH:45]=[C:46]([C:54]2[CH:63]=[CH:62][C:61]3[C:56](=[C:57]([NH2:64])[CH:58]=[CH:59][CH:60]=3)[N:55]=2)[CH:47]=[C:48]([C:50]([F:53])([F:52])[F:51])[CH:49]=1. Product: [F:43][C:44]1[CH:45]=[C:46]([C:54]2[CH:63]=[CH:62][C:61]3[C:56](=[C:57]([NH:64][C:7]([C:2]4[CH:3]=[N:4][CH:5]=[CH:6][N:1]=4)=[O:9])[CH:58]=[CH:59][CH:60]=3)[N:55]=2)[CH:47]=[C:48]([C:50]([F:52])([F:53])[F:51])[CH:49]=1. The catalyst class is: 18. (10) Reactant: [CH3:1][C:2]1[C:22]([C:23]([O:25]CC)=[O:24])=[C:5]2[CH:6]=[C:7]([CH3:21])[CH:8]=[C:9]([O:10][CH2:11][C:12]3[C:17]([F:18])=[CH:16][CH:15]=[C:14]([F:19])[C:13]=3[F:20])[N:4]2[N:3]=1.[OH-].[Na+].Cl. Product: [CH3:1][C:2]1[C:22]([C:23]([OH:25])=[O:24])=[C:5]2[CH:6]=[C:7]([CH3:21])[CH:8]=[C:9]([O:10][CH2:11][C:12]3[C:17]([F:18])=[CH:16][CH:15]=[C:14]([F:19])[C:13]=3[F:20])[N:4]2[N:3]=1. The catalyst class is: 12.